Predict the reaction yield, written as a fraction of the theoretical maximum amount of product (1.0 means a 100% yield; for example, 0.34 means a 34% yield). From a dataset of Reaction yield outcomes from USPTO patents with 853,638 reactions. The reactants are Cl.[NH2:2][CH2:3][C:4]1([C:17](=[O:26])[NH:18][C:19]2[CH:24]=[CH:23][C:22]([F:25])=[CH:21][N:20]=2)[CH2:9][CH2:8][N:7](C(OC(C)(C)C)=O)[CH2:6][CH2:5]1. The catalyst is O1CCOCC1. The product is [NH2:2][CH2:3][C:4]1([C:17]([NH:18][C:19]2[CH:24]=[CH:23][C:22]([F:25])=[CH:21][N:20]=2)=[O:26])[CH2:5][CH2:6][NH:7][CH2:8][CH2:9]1. The yield is 0.770.